This data is from Full USPTO retrosynthesis dataset with 1.9M reactions from patents (1976-2016). The task is: Predict the reactants needed to synthesize the given product. (1) Given the product [Br:1][C:2]1[CH:3]=[C:4]([NH:8][C@H:9]([C:12]2[CH:17]=[CH:16][CH:15]=[CH:14][CH:13]=2)[CH2:10][NH:11][S:28]([CH3:27])(=[O:30])=[O:29])[CH:5]=[N:6][CH:7]=1, predict the reactants needed to synthesize it. The reactants are: [Br:1][C:2]1[CH:3]=[C:4]([NH:8][C@H:9]([C:12]2[CH:17]=[CH:16][CH:15]=[CH:14][CH:13]=2)[CH2:10][NH2:11])[CH:5]=[N:6][CH:7]=1.C(N(CC)C(C)C)(C)C.[CH3:27][S:28](Cl)(=[O:30])=[O:29]. (2) Given the product [N+:1]([C:4]1[C:5]([NH2:14])=[CH:6][C:7]2[CH2:8][CH2:9][CH2:10][CH2:11][C:12]=2[CH:13]=1)([O-:3])=[O:2], predict the reactants needed to synthesize it. The reactants are: [N+:1]([C:4]1[C:5]([NH:14]C(=O)C)=[CH:6][C:7]2[CH2:8][CH2:9][CH2:10][CH2:11][C:12]=2[CH:13]=1)([O-:3])=[O:2].N. (3) The reactants are: Cl.[NH2:2][C:3]1[N:4]=[C:5]([C:22]2[CH:27]=[CH:26][C:25]([Cl:28])=[CH:24][C:23]=2[Cl:29])[C:6]2[CH:11]=[C:10]([C:12](=O)[CH2:13][CH2:14][CH:15]3OCC=CO3)[S:9][C:7]=2[N:8]=1.C([O-])(=O)C.[NH4+:34].O. Given the product [Cl:29][C:23]1[CH:24]=[C:25]([Cl:28])[CH:26]=[CH:27][C:22]=1[C:5]1[C:6]2[CH:11]=[C:10]([C:12]3[NH:34][CH:15]=[CH:14][CH:13]=3)[S:9][C:7]=2[N:8]=[C:3]([NH2:2])[N:4]=1, predict the reactants needed to synthesize it. (4) Given the product [ClH:26].[F:25][C:22]1[CH:23]=[CH:24][C:19]([C:16]2[N:15]=[C:14]([CH:10]3[O:11][CH2:12][CH2:13][NH:8][CH2:9]3)[O:18][N:17]=2)=[CH:20][CH:21]=1, predict the reactants needed to synthesize it. The reactants are: C(OC([N:8]1[CH2:13][CH2:12][O:11][CH:10]([C:14]2[O:18][N:17]=[C:16]([C:19]3[CH:24]=[CH:23][C:22]([F:25])=[CH:21][CH:20]=3)[N:15]=2)[CH2:9]1)=O)(C)(C)C.[ClH:26]. (5) Given the product [C:1]([O:5][C:6](=[O:17])[NH:7][CH2:8][C:9]1[CH:10]=[CH:11][C:12]([CH:15]=[O:16])=[CH:13][CH:14]=1)([CH3:4])([CH3:2])[CH3:3], predict the reactants needed to synthesize it. The reactants are: [C:1]([O:5][C:6](=[O:17])[NH:7][CH2:8][C:9]1[CH:14]=[CH:13][C:12]([CH2:15][OH:16])=[CH:11][CH:10]=1)([CH3:4])([CH3:3])[CH3:2].C(=O)=O.CC(C)=O.CC(OI1(OC(C)=O)(OC(C)=O)OC(=O)C2C=CC=CC1=2)=O.C(=O)(O)[O-].[Na+].S([O-])([O-])=O.[Na+].[Na+].